From a dataset of Peptide-MHC class I binding affinity with 185,985 pairs from IEDB/IMGT. Regression. Given a peptide amino acid sequence and an MHC pseudo amino acid sequence, predict their binding affinity value. This is MHC class I binding data. (1) The peptide sequence is NMVPFFPPV. The MHC is HLA-A02:01 with pseudo-sequence HLA-A02:01. The binding affinity (normalized) is 0.873. (2) The peptide sequence is SQEDNHFSL. The MHC is HLA-B07:02 with pseudo-sequence HLA-B07:02. The binding affinity (normalized) is 0.0847. (3) The peptide sequence is RLPSETFPNV. The MHC is HLA-A02:01 with pseudo-sequence HLA-A02:01. The binding affinity (normalized) is 1.00. (4) The peptide sequence is ATCGIFALI. The MHC is HLA-B07:02 with pseudo-sequence HLA-B07:02. The binding affinity (normalized) is 0.163. (5) The peptide sequence is LYVAGVPEL. The MHC is HLA-B15:17 with pseudo-sequence HLA-B15:17. The binding affinity (normalized) is 0.0847. (6) The peptide sequence is AIITPIVFY. The MHC is HLA-A03:01 with pseudo-sequence HLA-A03:01. The binding affinity (normalized) is 0.